From a dataset of Reaction yield outcomes from USPTO patents with 853,638 reactions. Predict the reaction yield, written as a fraction of the theoretical maximum amount of product (1.0 means a 100% yield; for example, 0.34 means a 34% yield). (1) The reactants are N[C:2]1[CH:6]=[CH:5][N:4]([C:7]2[CH:8]=[N:9][CH:10]=[CH:11][CH:12]=2)[N:3]=1.[ClH:13].N([O-])=O.[Na+].[OH-].[Na+]. The catalyst is O.[Cu]Cl.C1(C)C=CC=CC=1. The product is [Cl:13][C:2]1[CH:6]=[CH:5][N:4]([C:7]2[CH:8]=[N:9][CH:10]=[CH:11][CH:12]=2)[N:3]=1. The yield is 0.610. (2) The reactants are [NH2:1][C:2]1[N:3]=[N:4][C:5]([Cl:8])=[CH:6][CH:7]=1.Cl[CH2:10][CH:11]=O.C(=O)(O)[O-].[Na+]. The catalyst is C(O)CCC. The product is [Cl:8][C:5]1[CH:6]=[CH:7][C:2]2[N:3]([CH:10]=[CH:11][N:1]=2)[N:4]=1. The yield is 0.700.